From a dataset of Peptide-MHC class II binding affinity with 134,281 pairs from IEDB. Regression. Given a peptide amino acid sequence and an MHC pseudo amino acid sequence, predict their binding affinity value. This is MHC class II binding data. (1) The peptide sequence is NGNELLLDLSLTKVN. The MHC is HLA-DQA10201-DQB10202 with pseudo-sequence HLA-DQA10201-DQB10202. The binding affinity (normalized) is 0.169. (2) The peptide sequence is PEFYEAMYTPHTVLQ. The MHC is DRB1_0301 with pseudo-sequence DRB1_0301. The binding affinity (normalized) is 0.169.